From a dataset of Full USPTO retrosynthesis dataset with 1.9M reactions from patents (1976-2016). Predict the reactants needed to synthesize the given product. (1) Given the product [F:1][C:2]1[CH:7]=[C:6]([I:8])[CH:5]=[CH:4][C:3]=1[NH:9][C:10]1[CH:18]=[N:17][CH:16]=[CH:15][C:11]=1[C:12]([NH:27][NH:26][C:23]1[CH:24]=[CH:25][C:20]([CH3:19])=[CH:21][CH:22]=1)=[O:14], predict the reactants needed to synthesize it. The reactants are: [F:1][C:2]1[CH:7]=[C:6]([I:8])[CH:5]=[CH:4][C:3]=1[NH:9][C:10]1[CH:18]=[N:17][CH:16]=[CH:15][C:11]=1[C:12]([OH:14])=O.[CH3:19][C:20]1[CH:25]=[CH:24][C:23]([NH:26][NH2:27])=[CH:22][CH:21]=1. (2) Given the product [Cl:17][C:18]1[CH:24]=[CH:23][CH:22]=[CH:21][C:19]=1[NH:20][C:2]1[C:11]2[C:6](=[CH:7][CH:8]=[C:9]([CH2:12][CH3:13])[CH:10]=2)[N:5]=[CH:4][C:3]=1[N+:14]([O-:16])=[O:15], predict the reactants needed to synthesize it. The reactants are: Cl[C:2]1[C:11]2[C:6](=[CH:7][CH:8]=[C:9]([CH2:12][CH3:13])[CH:10]=2)[N:5]=[CH:4][C:3]=1[N+:14]([O-:16])=[O:15].[Cl:17][C:18]1[CH:24]=[CH:23][CH:22]=[CH:21][C:19]=1[NH2:20]. (3) Given the product [Cl:16][C:17]1[CH:22]=[N:21][CH:20]=[C:19]([N:6]2[CH2:7][CH2:8][C:3]([F:9])([F:2])[CH2:4][CH2:5]2)[N:18]=1, predict the reactants needed to synthesize it. The reactants are: Cl.[F:2][C:3]1([F:9])[CH2:8][CH2:7][NH:6][CH2:5][CH2:4]1.C([O-])([O-])=O.[Cs+].[Cs+].[Cl:16][C:17]1[CH:22]=[N:21][CH:20]=[C:19](Cl)[N:18]=1. (4) The reactants are: Br[CH2:2][CH2:3][CH2:4][CH2:5][CH2:6][C:7]1[C:13]2[CH:14]=[CH:15][C:16]([OH:18])=[CH:17][C:12]=2[CH2:11][CH2:10][CH2:9][C:8]=1[C:19]1[CH:24]=[CH:23][C:22]([S:25]([CH3:28])(=[O:27])=[O:26])=[CH:21][CH:20]=1.[CH3:29][NH:30][CH2:31][CH2:32][CH2:33][S:34]([CH2:36][CH2:37][CH2:38][C:39]([F:45])([F:44])[C:40]([F:43])([F:42])[F:41])=[O:35]. Given the product [S:25]([C:22]1[CH:23]=[CH:24][C:19]([C:8]2[CH2:9][CH2:10][CH2:11][C:12]3[CH:17]=[C:16]([OH:18])[CH:15]=[CH:14][C:13]=3[C:7]=2[CH2:6][CH2:5][CH2:4][CH2:3][CH2:2][N:30]([CH3:29])[CH2:31][CH2:32][CH2:33][S:34]([CH2:36][CH2:37][CH2:38][C:39]([F:45])([F:44])[C:40]([F:41])([F:42])[F:43])=[O:35])=[CH:20][CH:21]=1)([CH3:28])(=[O:27])=[O:26], predict the reactants needed to synthesize it. (5) The reactants are: [Br:1][C:2]1[CH:7]=[CH:6][C:5]([C:8]2[CH:12]=[C:11]([Si](C)(C)C)[O:10][N:9]=2)=[CH:4][CH:3]=1.[F-].[Cs+]. Given the product [Br:1][C:2]1[CH:3]=[CH:4][C:5]([C:8]2[CH:12]=[CH:11][O:10][N:9]=2)=[CH:6][CH:7]=1, predict the reactants needed to synthesize it. (6) Given the product [C:9]([O:13][C:14]([N:16]([CH3:26])[C@:17]([CH3:3])([C:22]([NH:24][CH3:25])=[O:23])[C:18](=[O:21])[O:19][CH3:20])=[O:15])([CH3:11])([CH3:10])[CH3:12], predict the reactants needed to synthesize it. The reactants are: IC.[C:3](=O)([O-])[O-].[K+].[K+].[C:9]([O:13][C:14]([N:16]([CH3:26])[C@H:17]([C:22]([NH:24][CH3:25])=[O:23])[C:18](=[O:21])[O:19][CH3:20])=[O:15])([CH3:12])([CH3:11])[CH3:10]. (7) Given the product [CH:12]1([C:10]2[CH:11]=[C:2]([C:24]#[C:23][Si:20]([CH3:22])([CH3:21])[CH3:19])[CH:3]=[C:4]3[C:9]=2[O:8][C:7]([CH3:16])([CH3:15])[CH2:6][C:5]3([CH3:18])[CH3:17])[CH2:14][CH2:13]1, predict the reactants needed to synthesize it. The reactants are: Br[C:2]1[CH:3]=[C:4]2[C:9](=[C:10]([CH:12]3[CH2:14][CH2:13]3)[CH:11]=1)[O:8][C:7]([CH3:16])([CH3:15])[CH2:6][C:5]2([CH3:18])[CH3:17].[CH3:19][Si:20]([C:23]#[CH:24])([CH3:22])[CH3:21].C(N(CC)CC)C.